Predict the product of the given reaction. From a dataset of Forward reaction prediction with 1.9M reactions from USPTO patents (1976-2016). (1) Given the reactants [O:1]=[C:2]([CH2:36][CH2:37][C:38]([OH:40])=[O:39])[C:3]([O:5][C@@H:6]1[CH2:19][CH2:18][C@@H:17]2[C@@H:8]([C:9]3[C:14]([C:15]([C:20]4[CH:21]=[N:22][C:23]([N:26]5[CH:30]=CC=N5)=CC=4)=[N:16]2)=[CH:13][C:12]([O:31][CH3:32])=[C:11]([O:33][CH2:34][CH3:35])[CH:10]=3)[CH2:7]1)=[O:4], predict the reaction product. The product is: [O:1]=[C:2]([CH2:36][CH2:37][C:38]([OH:40])=[O:39])[C:3]([O:5][C@@H:6]1[CH2:19][CH2:18][C@@H:17]2[C@@H:8]([C:9]3[C:14]([C:15]([C:20]4[CH:21]=[N:22][CH:23]=[N:26][CH:30]=4)=[N:16]2)=[CH:13][C:12]([O:31][CH3:32])=[C:11]([O:33][CH2:34][CH3:35])[CH:10]=3)[CH2:7]1)=[O:4]. (2) Given the reactants N1([C:6]([C:8]2[CH:9]=[C:10]([C:18]3[N:19]=[C:20]([C:23]4[CH:28]=[CH:27][N:26]=[CH:25][CH:24]=4)[S:21][CH:22]=3)[C:11](=[O:17])[NH:12][C:13]=2[CH:14]([CH3:16])[CH3:15])=[O:7])C=CN=C1.[N:29]1([CH2:35][CH2:36][OH:37])[CH2:34][CH2:33][O:32][CH2:31][CH2:30]1, predict the reaction product. The product is: [N:29]1([CH2:35][CH2:36][O:37][C:6]([C:8]2[CH:9]=[C:10]([C:18]3[N:19]=[C:20]([C:23]4[CH:28]=[CH:27][N:26]=[CH:25][CH:24]=4)[S:21][CH:22]=3)[C:11](=[O:17])[NH:12][C:13]=2[CH:14]([CH3:15])[CH3:16])=[O:7])[CH2:34][CH2:33][O:32][CH2:31][CH2:30]1. (3) Given the reactants [Cl:1][C:2]1[N:3]=[C:4]([N:19]2[CH2:24][CH2:23][O:22][CH2:21][CH2:20]2)[C:5]2[S:10][C:9]([NH:11]C(=O)OC(C)(C)C)=[CH:8][C:6]=2[N:7]=1.FC(F)(F)C(O)=O.ClCCl, predict the reaction product. The product is: [Cl:1][C:2]1[N:3]=[C:4]([N:19]2[CH2:24][CH2:23][O:22][CH2:21][CH2:20]2)[C:5]2[S:10][C:9]([NH2:11])=[CH:8][C:6]=2[N:7]=1. (4) Given the reactants [OH-].[Na+].C[O:4][C:5](=[O:41])[CH2:6][O:7][C:8]1[CH:17]=[CH:16][C:15]2[C:10](=[CH:11][CH:12]=[C:13]([CH2:18][N:19]([CH3:39])[C:20]([C:22]3[O:23][C:24]4[CH:38]=[CH:37][CH:36]=[CH:35][C:25]=4[C:26]=3[CH2:27][CH2:28][C:29]3[CH:34]=[CH:33][CH:32]=[CH:31][CH:30]=3)=[O:21])[CH:14]=2)[C:9]=1[Br:40].O.Cl, predict the reaction product. The product is: [Br:40][C:9]1[C:10]2[C:15](=[CH:14][C:13]([CH2:18][N:19]([CH3:39])[C:20]([C:22]3[O:23][C:24]4[CH:38]=[CH:37][CH:36]=[CH:35][C:25]=4[C:26]=3[CH2:27][CH2:28][C:29]3[CH:34]=[CH:33][CH:32]=[CH:31][CH:30]=3)=[O:21])=[CH:12][CH:11]=2)[CH:16]=[CH:17][C:8]=1[O:7][CH2:6][C:5]([OH:41])=[O:4]. (5) Given the reactants Cl.C([O:6][C:7](=[O:41])[CH2:8][C@H:9]1[CH2:14][C@@H:13](/[CH:15]=[CH:16]/[C:17]2[C:18]([C:32]3[CH:37]=[CH:36][C:35]([F:38])=[CH:34][CH:33]=3)=[N:19][C:20]([N:26]([CH3:31])[S:27]([CH3:30])(=[O:29])=[O:28])=[N:21][C:22]=2[CH:23]([CH3:25])[CH3:24])[O:12]C(C)(C)[O:10]1)(C)(C)C.[OH-].[Na+].[C:44](#N)C, predict the reaction product. The product is: [F:38][C:35]1[CH:36]=[CH:37][C:32]([C:18]2[C:17](/[CH:16]=[CH:15]/[C@@H:13]([OH:12])[CH2:14][C@@H:9]([OH:10])[CH2:8][C:7]([OH:41])=[O:6])=[C:22]([CH:23]([CH3:25])[CH3:24])[N:21]=[C:20]([N:26]([CH3:31])[S:27]([CH3:30])(=[O:29])=[O:28])[N:19]=2)=[CH:33][CH:34]=1.[CH3:17][C:18]([NH2:19])([CH3:32])[CH3:44].